From a dataset of Catalyst prediction with 721,799 reactions and 888 catalyst types from USPTO. Predict which catalyst facilitates the given reaction. (1) Reactant: N1C=CN=C1.[C:6]([Si:10]([CH3:13])([CH3:12])Cl)([CH3:9])([CH3:8])[CH3:7].[N+:14]([C:17]1[CH:22]=[CH:21][C:20]([OH:23])=[CH:19][CH:18]=1)([O-:16])=[O:15]. Product: [Si:10]([O:23][C:20]1[CH:21]=[CH:22][C:17]([N+:14]([O-:16])=[O:15])=[CH:18][CH:19]=1)([C:6]([CH3:9])([CH3:8])[CH3:7])([CH3:13])[CH3:12]. The catalyst class is: 9. (2) Reactant: C([O:9][C@@H:10]1[CH2:45][N:13]2[C:14](=[O:44])[C@@H:15]([NH:36][C:37]([O:39][C:40]([CH3:43])([CH3:42])[CH3:41])=[O:38])[CH2:16][CH2:17][CH2:18][CH2:19][CH2:20][C:21]([F:35])([F:34])[CH2:22][C@@H:23]3[CH2:28][C@@:24]3([C:29]([O:31][CH2:32][CH3:33])=[O:30])[NH:25][C:26](=[O:27])[C@@H:12]2[CH2:11]1)(=O)C1C=CC=CC=1.[OH-].[K+]. Product: [C:40]([O:39][C:37]([NH:36][C@@H:15]1[C:14](=[O:44])[N:13]2[CH2:45][C@@H:10]([OH:9])[CH2:11][C@H:12]2[C:26](=[O:27])[NH:25][C@:24]2([C:29]([O:31][CH2:32][CH3:33])=[O:30])[CH2:28][C@H:23]2[CH2:22][C:21]([F:34])([F:35])[CH2:20][CH2:19][CH2:18][CH2:17][CH2:16]1)=[O:38])([CH3:42])([CH3:41])[CH3:43]. The catalyst class is: 8. (3) Reactant: [CH3:1][O:2][C:3](=[O:31])[C:4]1[C:9]([O:10][CH2:11][CH2:12][CH2:13][CH2:14][NH:15]C(OC(C)(C)C)=O)=[CH:8][CH:7]=[CH:6][C:5]=1[O:23][CH2:24][C:25]1[CH:30]=[CH:29][CH:28]=[CH:27][CH:26]=1. Product: [CH3:1][O:2][C:3](=[O:31])[C:4]1[C:5]([O:23][CH2:24][C:25]2[CH:26]=[CH:27][CH:28]=[CH:29][CH:30]=2)=[CH:6][CH:7]=[CH:8][C:9]=1[O:10][CH2:11][CH2:12][CH2:13][CH2:14][NH2:15]. The catalyst class is: 157. (4) Product: [N:6]1[CH:7]=[CH:8][CH:9]=[C:4]([C:1](=[N:12][NH2:13])[CH3:2])[CH:5]=1. Reactant: [C:1]([C:4]1[CH:5]=[N:6][CH:7]=[CH:8][CH:9]=1)(=O)[CH3:2].O.O.[NH2:12][NH2:13]. The catalyst class is: 6. (5) Reactant: [CH3:1][C:2]([CH3:45])([CH3:44])[C@@H:3]([C:18]([N:20]1[CH2:28][C@H:27]([O:29][C:30]2[C:31](C=C)=[N:32][C:33]3[C:38]([CH:39]=2)=[CH:37][C:36]([O:40][CH3:41])=[CH:35][CH:34]=3)[CH2:26][C@H:21]1[C:22]([O:24][CH3:25])=[O:23])=[O:19])[NH:4][C:5]([O:7][C@@H:8]1[CH2:12][CH2:11][CH2:10][C@H:9]1[CH2:13][CH2:14][CH2:15][CH:16]=[CH2:17])=[O:6]. Product: [C:2]([C@H:3]1[C:18](=[O:19])[N:20]2[CH2:28][C@@H:27]([CH2:26][C@H:21]2[C:22]([O:24][CH3:25])=[O:23])[O:29][C:30]2[C:31](=[N:32][C:33]3[C:38]([CH:39]=2)=[CH:37][C:36]([O:40][CH3:41])=[CH:35][CH:34]=3)[CH:17]=[CH:16][CH2:15][CH2:14][CH2:13][C@@H:9]2[CH2:10][CH2:11][CH2:12][C@H:8]2[O:7][C:5](=[O:6])[NH:4]1)([CH3:44])([CH3:45])[CH3:1]. The catalyst class is: 26.